Dataset: Peptide-MHC class I binding affinity with 185,985 pairs from IEDB/IMGT. Task: Regression. Given a peptide amino acid sequence and an MHC pseudo amino acid sequence, predict their binding affinity value. This is MHC class I binding data. (1) The peptide sequence is GQQRSTLERTSKASL. The MHC is HLA-C06:02 with pseudo-sequence HLA-C06:02. The binding affinity (normalized) is 0.00633. (2) The peptide sequence is KRRRTPKKA. The MHC is Mamu-B03 with pseudo-sequence Mamu-B03. The binding affinity (normalized) is 0.460. (3) The peptide sequence is LIANIHNHM. The MHC is HLA-A02:01 with pseudo-sequence HLA-A02:01. The binding affinity (normalized) is 0.307. (4) The peptide sequence is ISVQPLWEW. The MHC is HLA-B58:01 with pseudo-sequence HLA-B58:01. The binding affinity (normalized) is 0.874. (5) The peptide sequence is VSDGGPNLY. The MHC is HLA-B38:01 with pseudo-sequence HLA-B38:01. The binding affinity (normalized) is 0.0847.